From a dataset of Cav3 T-type calcium channel HTS with 100,875 compounds. Binary Classification. Given a drug SMILES string, predict its activity (active/inactive) in a high-throughput screening assay against a specified biological target. (1) The drug is o1[n-][n+](CC23CC4CC(C3)CC(C2)C4)cc1=N. The result is 0 (inactive). (2) The compound is Clc1c(SCC2(O)CCN(CC2)C(=O)c2ccc(Cl)cc2)ccc(Cl)c1. The result is 0 (inactive). (3) The drug is OC12C(C(N(CC1)CC(=O)Nc1ccc(cc1)C)c1cc(OC)c(O)cc1)CCCC2. The result is 0 (inactive). (4) The molecule is Fc1cc2c3ncn(CCCN4CCCC4=O)c(=O)c3[nH]c2cc1. The result is 0 (inactive). (5) The molecule is Clc1c(OCc2oc(SC(C(=O)NC(=O)NCC)C)nn2)cccc1. The result is 0 (inactive). (6) The compound is O=C(N1CCc2c1cccc2)CN1C(=O)N(C(=O)C1=O)C. The result is 0 (inactive). (7) The drug is S(=O)(=O)(N\N=C1/CCCc2c1cc(cc2C)C)c1ccccc1. The result is 0 (inactive). (8) The compound is S(=O)(=O)(N1CCN(C(Cc2ccccc2)COC(=O)Nc2ccccc2)C(=O)CC1)c1ccc(cc1)C. The result is 0 (inactive).